From a dataset of Forward reaction prediction with 1.9M reactions from USPTO patents (1976-2016). Predict the product of the given reaction. (1) Given the reactants [O:1]1[CH:5]=[CH:4][N:3]=[CH:2]1.B.O1CCCC1.C([Li])(C)(C)C.[CH2:17]([O:24][C:25]([N:27]1[CH2:31][CH2:30][CH:29]([CH:32]=[O:33])[CH2:28]1)=[O:26])[C:18]1[CH:23]=[CH:22][CH:21]=[CH:20][CH:19]=1, predict the reaction product. The product is: [CH2:17]([O:24][C:25]([N:27]1[CH2:31][CH2:30][CH:29]([CH:32]([OH:33])[C:2]2[O:1][CH:5]=[CH:4][N:3]=2)[CH2:28]1)=[O:26])[C:18]1[CH:23]=[CH:22][CH:21]=[CH:20][CH:19]=1. (2) The product is: [O:8]1[C:9]2[CH:14]=[CH:13][CH:12]=[CH:11][C:10]=2[C:6]([CH2:5][CH2:4][CH2:3][CH2:2][NH:17][CH:20]2[CH2:21][C:14]3[C:13](=[CH:12][CH:11]=[CH:10][C:9]=3[O:8][CH3:7])[O:26][CH2:25]2)=[CH:7]1. Given the reactants Br[CH2:2][CH2:3][CH2:4][CH2:5][C:6]1[C:10]2[CH:11]=[CH:12][CH:13]=[CH:14][C:9]=2[O:8][CH:7]=1.C([N:17]([CH2:20][CH3:21])CC)C.C(Cl)Cl.[CH3:25][OH:26], predict the reaction product. (3) Given the reactants O.[NH2:2][C:3]1[C:4]2[C:5]3[C:6](=[N:18][N:19]([CH2:21][C:22]4[C:27]([Cl:28])=[C:26]([O:29][CH3:30])[C:25]([CH3:31])=[CH:24][N:23]=4)[N:20]=2)[CH:7]=[C:8]([CH2:13][C:14]([NH:16][CH3:17])=[O:15])[C:9]=3[CH2:10][S:11][N:12]=1.O.C(O)C.Cl, predict the reaction product. The product is: [ClH:28].[NH2:2][C:3]1[C:4]2[C:5]3[C:6](=[N:18][N:19]([CH2:21][C:22]4[C:27]([Cl:28])=[C:26]([O:29][CH3:30])[C:25]([CH3:31])=[CH:24][N:23]=4)[N:20]=2)[CH:7]=[C:8]([CH2:13][C:14]([NH:16][CH3:17])=[O:15])[C:9]=3[CH2:10][S:11][N:12]=1. (4) Given the reactants [F:1][C:2]1[CH:7]=[CH:6][N:5]=[C:4]([C:8]([OH:10])=O)[CH:3]=1.CN(C(ON1N=NC2C=CC=NC1=2)=[N+](C)C)C.F[P-](F)(F)(F)(F)F.CN1CCOCC1.[NH2:42][C:43]1[CH:44]=[C:45]([C:48]([O:50][CH3:51])=[O:49])[S:46][CH:47]=1, predict the reaction product. The product is: [F:1][C:2]1[CH:7]=[CH:6][N:5]=[C:4]([C:8]([NH:42][C:43]2[CH:44]=[C:45]([C:48]([O:50][CH3:51])=[O:49])[S:46][CH:47]=2)=[O:10])[CH:3]=1. (5) The product is: [CH3:12][O:13][C:14](=[O:15])[C:16]1[CH:24]=[CH:23][C:19]([C:20]([NH:1][C:2]2[CH:3]=[CH:4][C:5]3[S:9][C:8]([CH3:10])=[N:7][C:6]=3[CH:11]=2)=[O:21])=[CH:18][CH:17]=1. Given the reactants [NH2:1][C:2]1[CH:3]=[CH:4][C:5]2[S:9][C:8]([CH3:10])=[N:7][C:6]=2[CH:11]=1.[CH3:12][O:13][C:14]([C:16]1[CH:24]=[CH:23][C:19]([C:20](O)=[O:21])=[CH:18][CH:17]=1)=[O:15], predict the reaction product. (6) Given the reactants [CH2:1]([NH:3][C:4]1[CH:5]=[C:6]([C:10]2[CH:15]=[CH:14][C:13]([CH:16]=O)=[CH:12][CH:11]=2)[CH:7]=[CH:8][CH:9]=1)[CH3:2].[S:18]1[CH2:22][C:21](=[O:23])[NH:20][C:19]1=[O:24], predict the reaction product. The product is: [CH2:1]([NH:3][C:4]1[CH:5]=[C:6]([C:10]2[CH:11]=[CH:12][C:13]([CH:16]=[C:22]3[S:18][C:19](=[O:24])[NH:20][C:21]3=[O:23])=[CH:14][CH:15]=2)[CH:7]=[CH:8][CH:9]=1)[CH3:2]. (7) Given the reactants [N:1]([C@@H:4]1[CH2:9][CH2:8][N:7]([C:10]([O:12][C:13]([CH3:16])([CH3:15])[CH3:14])=[O:11])[C@@H:6]([C:17]([O:19][CH3:20])=[O:18])[CH2:5]1)=[N+]=[N-], predict the reaction product. The product is: [NH2:1][C@@H:4]1[CH2:9][CH2:8][N:7]([C:10]([O:12][C:13]([CH3:14])([CH3:15])[CH3:16])=[O:11])[C@@H:6]([C:17]([O:19][CH3:20])=[O:18])[CH2:5]1. (8) Given the reactants [NH2:1][C:2]1[CH:7]=[CH:6][C:5]([OH:8])=[CH:4][CH:3]=1.C([O-])([O-])=O.[K+].[K+].F[C:16]1[CH:21]=[C:20]([N+:22]([O-:24])=[O:23])[CH:19]=[C:18]([C:25]([F:28])([F:27])[F:26])[CH:17]=1, predict the reaction product. The product is: [F:26][C:25]([F:27])([F:28])[C:18]1[CH:17]=[C:16]([CH:21]=[C:20]([N+:22]([O-:24])=[O:23])[CH:19]=1)[O:8][C:5]1[CH:6]=[CH:7][C:2]([NH2:1])=[CH:3][CH:4]=1.